From a dataset of Catalyst prediction with 721,799 reactions and 888 catalyst types from USPTO. Predict which catalyst facilitates the given reaction. (1) The catalyst class is: 8. Reactant: Cl[CH2:2][C:3]1[N:4]=[N:5][C:6]2[C:7](=[C:9]([NH2:14])[N:10]=[C:11]([NH2:13])[N:12]=2)[N:8]=1.[CH2:15]([NH:17][CH2:18][CH3:19])[CH3:16]. Product: [CH2:15]([N:17]([CH2:2][C:3]1[N:4]=[N:5][C:6]2[C:7](=[C:9]([NH2:14])[N:10]=[C:11]([NH2:13])[N:12]=2)[N:8]=1)[CH2:18][CH3:19])[CH3:16]. (2) Reactant: [Cl:1][C:2]1[CH:11]=[CH:10][C:9]2[C:8]([C:12]([OH:14])=[O:13])=[CH:7][CH:6]=[CH:5][C:4]=2[N:3]=1.[C:15](=O)([O-])[O-].[K+].[K+].CI.[Cl-].[Na+]. Product: [Cl:1][C:2]1[CH:11]=[CH:10][C:9]2[C:8]([C:12]([O:14][CH3:15])=[O:13])=[CH:7][CH:6]=[CH:5][C:4]=2[N:3]=1. The catalyst class is: 18.